Task: Predict the reactants needed to synthesize the given product.. Dataset: Full USPTO retrosynthesis dataset with 1.9M reactions from patents (1976-2016) (1) Given the product [CH2:10]([C@H:17]1[CH2:18][N:19]([C:23]2[CH:28]=[CH:27][C:26]([O:29][CH3:30])=[C:25]([O:31][CH:32]3[CH2:35][CH2:34][CH2:33]3)[CH:24]=2)[CH2:20][CH2:21][N:22]1[C:7](=[O:9])[CH2:6][C:3]1[CH:4]=[CH:5][NH:1][CH:2]=1)[C:11]1[CH:12]=[CH:13][CH:14]=[CH:15][CH:16]=1, predict the reactants needed to synthesize it. The reactants are: [NH:1]1[CH:5]=[CH:4][C:3]([CH2:6][C:7]([OH:9])=O)=[CH:2]1.[CH2:10]([C@@H:17]1[NH:22][CH2:21][CH2:20][N:19]([C:23]2[CH:28]=[CH:27][C:26]([O:29][CH3:30])=[C:25]([O:31][CH:32]3[CH2:35][CH2:34][CH2:33]3)[CH:24]=2)[CH2:18]1)[C:11]1[CH:16]=[CH:15][CH:14]=[CH:13][CH:12]=1. (2) Given the product [F:20][C:17]1[CH:16]=[CH:15][C:14]([C:11]2[CH:12]=[CH:13][C:8]([C:6]([CH3:7])=[CH:5][CH2:4][OH:3])=[CH:9][CH:10]=2)=[CH:19][CH:18]=1, predict the reactants needed to synthesize it. The reactants are: C([O:3][C:4](=O)[CH:5]=[C:6]([C:8]1[CH:13]=[CH:12][C:11]([C:14]2[CH:19]=[CH:18][C:17]([F:20])=[CH:16][CH:15]=2)=[CH:10][CH:9]=1)[CH3:7])C.[AlH3].[H-].[H-].[H-].[H-].[Li+].[Al+3].[Al+3].[Cl-].[Cl-].[Cl-]. (3) Given the product [CH2:42]([O:43][C:30](=[O:31])[CH2:26][C:27]([NH:1][C:2]1[CH:20]=[C:19]([Br:21])[C:5]([O:6][C:7]2[CH:12]=[C:11]([CH:13]([CH3:15])[CH3:14])[C:10]([OH:16])=[C:9]([CH2:17][OH:18])[CH:8]=2)=[C:4]([Br:22])[C:3]=1[CH3:23])=[O:28])[CH3:41], predict the reactants needed to synthesize it. The reactants are: [NH2:1][C:2]1[CH:20]=[C:19]([Br:21])[C:5]([O:6][C:7]2[CH:12]=[C:11]([CH:13]([CH3:15])[CH3:14])[C:10]([OH:16])=[C:9]([CH2:17][OH:18])[CH:8]=2)=[C:4]([Br:22])[C:3]=1[CH3:23].C([CH:26]([C:30](Cl)=[O:31])[C:27](Cl)=[O:28])C.CCN(CC)CC.C1C[O:43][CH2:42][CH2:41]1. (4) Given the product [NH2:21][C:20]1[N:19]=[CH:18][N:17]=[C:16]2[N:12]([CH:10]([C:4]3[CH:5]=[C:6]([Cl:9])[C:7]([CH3:8])=[C:2]([Br:1])[C:3]=3[O:24][CH3:25])[CH3:11])[N:13]=[C:36]([CH:34]([OH:38])[CH2:37][OH:30])[C:15]=12, predict the reactants needed to synthesize it. The reactants are: [Br:1][C:2]1[C:3]([O:24][CH3:25])=[C:4]([CH:10]([N:12]2[C:16]3=[N:17][CH:18]=[N:19][C:20]([NH2:21])=[C:15]3C(C=C)=[N:13]2)[CH3:11])[CH:5]=[C:6]([Cl:9])[C:7]=1[CH3:8].C[N+]1([O-])CC[O:30]CC1.[C:34]([OH:38])([CH3:37])([CH3:36])C. (5) The reactants are: [C:1]([NH:4][CH2:5][CH2:6][O:7][C@@H:8]([C:22]1[CH:27]=[CH:26][CH:25]=[C:24]([F:28])[C:23]=1[C:29]1[CH:34]=[CH:33][CH:32]=[C:31]([CH3:35])[CH:30]=1)[C@@H:9]1[CH2:14][CH2:13][CH2:12][N:11](C(OC(C)(C)C)=O)[CH2:10]1)(=[O:3])[CH3:2].C([O-])(O)=O.[Na+]. Given the product [F:28][C:24]1[C:23]([C:29]2[CH:34]=[CH:33][CH:32]=[C:31]([CH3:35])[CH:30]=2)=[C:22]([C@@H:8]([C@@H:9]2[CH2:14][CH2:13][CH2:12][NH:11][CH2:10]2)[O:7][CH2:6][CH2:5][NH:4][C:1](=[O:3])[CH3:2])[CH:27]=[CH:26][CH:25]=1, predict the reactants needed to synthesize it. (6) Given the product [CH3:1][O:2][C:3](=[O:15])[C:4]1[CH:9]=[CH:8][CH:7]=[C:6]([N:10]([S:11]([CH3:14])(=[O:13])=[O:12])[C:16]2[CH:21]=[CH:20][CH:19]=[CH:18][CH:17]=2)[CH:5]=1, predict the reactants needed to synthesize it. The reactants are: [CH3:1][O:2][C:3](=[O:15])[C:4]1[CH:9]=[CH:8][CH:7]=[C:6]([NH:10][S:11]([CH3:14])(=[O:13])=[O:12])[CH:5]=1.[C:16]1(B(O)O)[CH:21]=[CH:20][CH:19]=[CH:18][CH:17]=1.CCN(CC)CC. (7) The reactants are: [C:1]([O:9][C@H:10]1[C@H:14]([OH:15])[CH2:13][N:12]([C:16]([O:18][CH2:19][C:20]2[CH:25]=[CH:24][CH:23]=[CH:22][CH:21]=2)=[O:17])[C@@H:11]1[CH2:26]O)(=[O:8])[C:2]1[CH:7]=[CH:6][CH:5]=[CH:4][CH:3]=1.C(N(S(F)(F)[F:34])CC)C.C(=O)([O-])O.[Na+]. Given the product [C:1]([O:9][C@H:10]1[C@H:14]([OH:15])[CH2:13][N:12]([C:16]([O:18][CH2:19][C:20]2[CH:25]=[CH:24][CH:23]=[CH:22][CH:21]=2)=[O:17])[C@H:11]1[CH2:26][F:34])(=[O:8])[C:2]1[CH:7]=[CH:6][CH:5]=[CH:4][CH:3]=1, predict the reactants needed to synthesize it. (8) Given the product [N:18]1[CH:19]=[CH:20][CH:21]=[CH:22][C:17]=1[NH:16][C:13]1[CH:14]=[CH:15][C:10]([O:9][C:4]2[C:3]([C:31]3[CH2:36][CH2:35][N:34]([C:37](=[O:39])[CH3:38])[CH2:33][CH:32]=3)=[CH:8][CH:7]=[CH:6][N:5]=2)=[CH:11][CH:12]=1, predict the reactants needed to synthesize it. The reactants are: Cl.Br[C:3]1[C:4]([O:9][C:10]2[CH:15]=[CH:14][C:13]([NH:16][C:17]3[CH:22]=[CH:21][CH:20]=[CH:19][N:18]=3)=[CH:12][CH:11]=2)=[N:5][CH:6]=[CH:7][CH:8]=1.CC1(C)C(C)(C)OB([C:31]2[CH2:36][CH2:35][N:34]([C:37](=[O:39])[CH3:38])[CH2:33][CH:32]=2)O1.C([O-])(=O)C.[K+].CC(N)CC1C=CC=CC=1.OP(O)(O)=O.